From a dataset of Catalyst prediction with 721,799 reactions and 888 catalyst types from USPTO. Predict which catalyst facilitates the given reaction. (1) Reactant: C(N(CC)CC)C.[CH:8]1[CH:13]=[C:12]([N+:14]([O-:16])=[O:15])[C:11]([S:17](Cl)(=[O:19])=[O:18])=[CH:10][CH:9]=1.Cl.[NH2:22][C@H:23]([C@H:26]1[O:30][C:29](=[O:31])[C@H:28]([CH3:32])[CH2:27]1)[CH2:24][OH:25].O1CCCC1. Product: [OH:25][CH2:24][C@H:23]([NH:22][S:17]([C:11]1[CH:10]=[CH:9][CH:8]=[CH:13][C:12]=1[N+:14]([O-:16])=[O:15])(=[O:19])=[O:18])[C@@H:26]1[CH2:27][C@@H:28]([CH3:32])[C:29](=[O:31])[O:30]1. The catalyst class is: 6. (2) Reactant: [CH2:1]([N:5]([CH2:37][CH2:38][CH2:39][CH3:40])[C:6]1[CH:11]=[CH:10][C:9]([CH:12]=[CH:13][C:14]2[S:15][CH:16]=[CH:17][CH:18]=2)=[C:8]([O:19][Si:20]([C:33]([CH3:36])([CH3:35])[CH3:34])([C:27]2[CH:32]=[CH:31][CH:30]=[CH:29][CH:28]=2)[C:21]2[CH:26]=[CH:25][CH:24]=[CH:23][CH:22]=2)[CH:7]=1)[CH2:2][CH2:3][CH3:4].C([Li])CCC.CN(C)[CH:48]=[O:49].O. Product: [CH2:37]([N:5]([CH2:1][CH2:2][CH2:3][CH3:4])[C:6]1[CH:11]=[CH:10][C:9]([CH:12]=[CH:13][C:14]2[S:15][C:16]([CH:48]=[O:49])=[CH:17][CH:18]=2)=[C:8]([O:19][Si:20]([C:33]([CH3:36])([CH3:35])[CH3:34])([C:21]2[CH:26]=[CH:25][CH:24]=[CH:23][CH:22]=2)[C:27]2[CH:32]=[CH:31][CH:30]=[CH:29][CH:28]=2)[CH:7]=1)[CH2:38][CH2:39][CH3:40]. The catalyst class is: 54.